This data is from Reaction yield outcomes from USPTO patents with 853,638 reactions. The task is: Predict the reaction yield, written as a fraction of the theoretical maximum amount of product (1.0 means a 100% yield; for example, 0.34 means a 34% yield). The reactants are [CH:1]1([C@@H:7]([NH:11][C:12](=[O:48])[CH2:13][NH:14][C:15](=[O:47])[CH2:16][O:17][C:18]2[CH:23]=[CH:22][C:21]([C@@H:24]3[C@@H:27]([S:28][CH2:29][C:30]([C:32]4[CH:37]=[CH:36][C:35]([F:38])=[CH:34][CH:33]=4)=[O:31])[C:26](=[O:39])[N:25]3[C:40]3[CH:45]=[CH:44][C:43]([F:46])=[CH:42][CH:41]=3)=[CH:20][CH:19]=2)[C:8]([OH:10])=[O:9])[CH2:6][CH2:5][CH2:4][CH2:3][CH2:2]1. The catalyst is CO.C(O)(=O)C. The product is [CH:1]1([C@@H:7]([NH:11][C:12](=[O:48])[CH2:13][NH:14][C:15](=[O:47])[CH2:16][O:17][C:18]2[CH:19]=[CH:20][C:21]([C@@H:24]3[C@@H:27]([S:28][CH2:29][CH:30]([C:32]4[CH:33]=[CH:34][C:35]([F:38])=[CH:36][CH:37]=4)[OH:31])[C:26](=[O:39])[N:25]3[C:40]3[CH:41]=[CH:42][C:43]([F:46])=[CH:44][CH:45]=3)=[CH:22][CH:23]=2)[C:8]([OH:10])=[O:9])[CH2:6][CH2:5][CH2:4][CH2:3][CH2:2]1. The yield is 0.820.